Dataset: Forward reaction prediction with 1.9M reactions from USPTO patents (1976-2016). Task: Predict the product of the given reaction. (1) Given the reactants [CH3:1][C:2]1[CH:3]=[N:4][CH:5]=[C:6]([CH:16]=1)[C:7]([NH:9][CH:10]1[CH2:15][CH2:14][NH:13][CH2:12][CH2:11]1)=[O:8].[CH2:17]([O:19][C:20]1[CH:21]=[C:22]([CH:25]=[C:26]([O:33][CH2:34][CH3:35])[C:27]=1[C:28]([O:30][CH2:31][CH3:32])=[O:29])[CH:23]=O)[CH3:18], predict the reaction product. The product is: [CH2:34]([O:33][C:26]1[CH:25]=[C:22]([CH:21]=[C:20]([O:19][CH2:17][CH3:18])[C:27]=1[C:28]([O:30][CH2:31][CH3:32])=[O:29])[CH2:23][N:13]1[CH2:12][CH2:11][CH:10]([NH:9][C:7](=[O:8])[C:6]2[CH:16]=[C:2]([CH3:1])[CH:3]=[N:4][CH:5]=2)[CH2:15][CH2:14]1)[CH3:35]. (2) Given the reactants [N:1]([O-])=O.[Na+].Cl.[Br:6][C:7]1[CH:12]=[CH:11][C:10]([NH2:13])=[C:9]([CH2:14][CH3:15])[CH:8]=1.[Sn](Cl)[Cl:17], predict the reaction product. The product is: [ClH:17].[Br:6][C:7]1[CH:12]=[CH:11][C:10]([NH:13][NH2:1])=[C:9]([CH2:14][CH3:15])[CH:8]=1. (3) Given the reactants [NH:1]([C:33]([O:35][CH2:36][CH:37]1[C:49]2[C:44](=[CH:45][CH:46]=[CH:47][CH:48]=2)[C:43]2[C:38]1=[CH:39][CH:40]=[CH:41][CH:42]=2)=[O:34])[C@H:2]([C:10]([N:12]([CH3:32])[C@H:13]([C:17]([NH:19][C@H:20]([C:29]([NH2:31])=[O:30])[CH2:21][C:22]1[CH:27]=[CH:26][C:25]([OH:28])=[CH:24][CH:23]=1)=[O:18])[CH:14]([CH3:16])[CH3:15])=[O:11])[CH2:3][C:4]1[CH:9]=[CH:8][CH:7]=[CH:6][CH:5]=1.O.[N+:51]([O-])([OH:53])=[O:52], predict the reaction product. The product is: [NH:1]([C:33]([O:35][CH2:36][CH:37]1[C:38]2[C:43](=[CH:42][CH:41]=[CH:40][CH:39]=2)[C:44]2[C:49]1=[CH:48][CH:47]=[CH:46][CH:45]=2)=[O:34])[C@H:2]([C:10]([N:12]([CH3:32])[C@H:13]([C:17]([NH:19][C@H:20]([C:29]([NH2:31])=[O:30])[CH2:21][C:22]1[CH:27]=[CH:26][C:25]([OH:28])=[C:24]([N+:51]([O-:53])=[O:52])[CH:23]=1)=[O:18])[CH:14]([CH3:16])[CH3:15])=[O:11])[CH2:3][C:4]1[CH:5]=[CH:6][CH:7]=[CH:8][CH:9]=1. (4) Given the reactants [F:1][C:2]([F:23])([F:22])[C:3]1[CH:8]=[CH:7][C:6]([C:9]2[N:14]=[C:13]([C:15]3[CH:20]=[CH:19][C:18]([NH2:21])=[CH:17][CH:16]=3)[CH:12]=[CH:11][N:10]=2)=[CH:5][CH:4]=1.C[Si](C)(C)[N-][Si](C)(C)C.[K+].[CH3:34][O:35][CH:36]1[CH:41]([O:42][CH3:43])[CH:40]([O:44][CH3:45])[CH:39]([CH3:46])[O:38][CH:37]1[O:47][C:48](=O)[O:49]C1C=CC([N+]([O-])=O)=CC=1.C(=O)(O)[O-].[Na+], predict the reaction product. The product is: [CH3:34][O:35][C@@H:36]1[C@H:41]([O:42][CH3:43])[C@@H:40]([O:44][CH3:45])[C@H:39]([CH3:46])[O:38][C@H:37]1[O:47][C:48](=[O:49])[NH:21][C:18]1[CH:19]=[CH:20][C:15]([C:13]2[CH:12]=[CH:11][N:10]=[C:9]([C:6]3[CH:5]=[CH:4][C:3]([C:2]([F:1])([F:22])[F:23])=[CH:8][CH:7]=3)[N:14]=2)=[CH:16][CH:17]=1. (5) Given the reactants [Cl:1][C:2]1[N:7]=[CH:6][C:5]2[C:8](I)=[N:9][N:10]([C:11]([C:24]3[CH:29]=[CH:28][CH:27]=[CH:26][CH:25]=3)([C:18]3[CH:23]=[CH:22][CH:21]=[CH:20][CH:19]=3)[C:12]3[CH:17]=[CH:16][CH:15]=[CH:14][CH:13]=3)[C:4]=2[CH:3]=1.C(CC(=O)C)(=O)C.C(=O)([O-])[O-].[Cs+].[Cs+].[OH-].[NH4+:45], predict the reaction product. The product is: [Cl:1][C:2]1[N:7]=[CH:6][C:5]2[C:8]([NH2:45])=[N:9][N:10]([C:11]([C:24]3[CH:29]=[CH:28][CH:27]=[CH:26][CH:25]=3)([C:18]3[CH:23]=[CH:22][CH:21]=[CH:20][CH:19]=3)[C:12]3[CH:17]=[CH:16][CH:15]=[CH:14][CH:13]=3)[C:4]=2[CH:3]=1. (6) Given the reactants [Cl:1][C:2]1[CH:23]=[CH:22][C:5]2[NH:6][C:7](=[O:21])[CH:8]([CH2:12][CH2:13][C:14]3[CH:19]=[CH:18][CH:17]=[CH:16][C:15]=3[Cl:20])[NH:9][C:10](=[O:11])[C:4]=2[CH:3]=1.Cl[CH2:25][C:26]1[CH:31]=[CH:30][C:29]([O:32][CH3:33])=[CH:28][CH:27]=1.C(=O)([O-])[O-].[K+].[K+].O, predict the reaction product. The product is: [Cl:1][C:2]1[CH:23]=[CH:22][C:5]2[N:6]([CH2:25][C:26]3[CH:31]=[CH:30][C:29]([O:32][CH3:33])=[CH:28][CH:27]=3)[C:7](=[O:21])[CH:8]([CH2:12][CH2:13][C:14]3[CH:19]=[CH:18][CH:17]=[CH:16][C:15]=3[Cl:20])[NH:9][C:10](=[O:11])[C:4]=2[CH:3]=1.